The task is: Predict the reactants needed to synthesize the given product.. This data is from Full USPTO retrosynthesis dataset with 1.9M reactions from patents (1976-2016). Given the product [C:1]([O:6][Si:36]([C:30]([CH:33]([CH3:35])[CH3:34])([CH3:32])[CH3:31])([CH:41]([CH3:42])[CH3:43])[CH:38]([CH3:39])[CH3:40])(=[O:5])[C:2]([CH3:4])=[CH2:3], predict the reactants needed to synthesize it. The reactants are: [C:1]([OH:6])(=[O:5])[C:2]([CH3:4])=[CH2:3].C(C1C=C(C)C=C(C(C)(C)C)C=1O)(C)(C)C.C(N(CC)CC)C.[C:30]([Si:36]([CH:41]([CH3:43])[CH3:42])([CH:38]([CH3:40])[CH3:39])Cl)([CH:33]([CH3:35])[CH3:34])([CH3:32])[CH3:31].